From a dataset of Catalyst prediction with 721,799 reactions and 888 catalyst types from USPTO. Predict which catalyst facilitates the given reaction. (1) Reactant: [H-].[Na+].[OH:3][C:4]1[C:13]2[C:8](=[CH:9][CH:10]=[CH:11][CH:12]=2)[C:7]([CH:14]=[O:15])=[CH:6][CH:5]=1.Br[CH2:17][C:18]1[CH:23]=[CH:22][CH:21]=[CH:20][C:19]=1[Cl:24].Cl. Product: [Cl:24][C:19]1[CH:20]=[CH:21][CH:22]=[CH:23][C:18]=1[CH2:17][O:3][C:4]1[C:13]2[C:8](=[CH:9][CH:10]=[CH:11][CH:12]=2)[C:7]([CH:14]=[O:15])=[CH:6][CH:5]=1. The catalyst class is: 9. (2) Reactant: [C:1]([O:5][C:6](=[O:22])[NH:7][C:8]1[CH:13]=[CH:12][C:11]([CH2:14][C:15]2[CH:20]=[CH:19][C:18]([NH2:21])=[CH:17][CH:16]=2)=[CH:10][CH:9]=1)([CH3:4])([CH3:3])[CH3:2].[C:23]([C:27]([CH2:29][C:30](OCC)=[O:31])=[O:28])([F:26])([F:25])[F:24]. Product: [C:1]([O:5][C:6](=[O:22])[NH:7][C:8]1[CH:13]=[CH:12][C:11]([CH2:14][C:15]2[CH:16]=[CH:17][C:18]([NH:21][C:30](=[O:31])[CH2:29][C:27](=[O:28])[C:23]([F:26])([F:25])[F:24])=[CH:19][CH:20]=2)=[CH:10][CH:9]=1)([CH3:4])([CH3:2])[CH3:3]. The catalyst class is: 11. (3) Reactant: [Cl:1][C:2]1[C:7]([C:8]([O:10]C(C)(C)C)=[O:9])=[CH:6][CH:5]=[C:4]([C:15]2[CH:20]=[C:19]([O:21][CH2:22][CH:23]([CH3:25])[CH3:24])[CH:18]=[C:17]([F:26])[CH:16]=2)[N:3]=1.FC(F)(F)C(O)=O. Product: [Cl:1][C:2]1[C:7]([C:8]([OH:10])=[O:9])=[CH:6][CH:5]=[C:4]([C:15]2[CH:20]=[C:19]([O:21][CH2:22][CH:23]([CH3:24])[CH3:25])[CH:18]=[C:17]([F:26])[CH:16]=2)[N:3]=1. The catalyst class is: 4. (4) Reactant: OC[CH2:3][NH:4][C:5]1[C:14]([N+:15]([O-:17])=[O:16])=[CH:13][CH:12]=[CH:11][C:6]=1[C:7]([O:9][CH3:10])=[O:8].Cl. Product: [N+:15]([C:14]1[C:5]2[NH:4][CH2:3][CH2:10][O:9][C:7](=[O:8])[C:6]=2[CH:11]=[CH:12][CH:13]=1)([O-:17])=[O:16]. The catalyst class is: 20. (5) Reactant: [Cl:1][C:2]1[CH:3]=[C:4]2[C:9](=[C:10](Cl)[N:11]=1)[C:8](=[O:13])[N:7]([CH3:14])[CH:6]=[CH:5]2.[CH3:15][NH2:16]. Product: [Cl:1][C:2]1[CH:3]=[C:4]2[C:9](=[C:10]([NH:16][CH3:15])[N:11]=1)[C:8](=[O:13])[N:7]([CH3:14])[CH:6]=[CH:5]2. The catalyst class is: 1. (6) Reactant: [Si:1](Cl)([C:4]([CH3:7])([CH3:6])[CH3:5])([CH3:3])[CH3:2].[Br:9][C:10]1[CH:11]=[C:12]([OH:17])[CH:13]=[CH:14][C:15]=1[CH3:16].C(N(CC)CC)C. Product: [Br:9][C:10]1[CH:11]=[C:12]([CH:13]=[CH:14][C:15]=1[CH3:16])[O:17][Si:1]([C:4]([CH3:7])([CH3:6])[CH3:5])([CH3:3])[CH3:2]. The catalyst class is: 112. (7) Reactant: [NH2:1][C:2]1[CH:3]=[CH:4][CH:5]=[C:6]2[C:11]=1[N:10]=[C:9]([C:12]1[CH:17]=[CH:16][CH:15]=[C:14]([C:18]([F:21])([F:20])[F:19])[CH:13]=1)[NH:8][C:7]2=[O:22].[N:23]1[CH:28]=[CH:27]N=[CH:25][C:24]=1[C:29]([OH:31])=O.[CH3:32]N(C(ON1N=NC2C=CC=NC1=2)=[N+](C)C)C.F[P-](F)(F)(F)(F)F.CCN(C(C)C)C(C)C. Product: [O:22]=[C:7]1[C:6]2[C:11](=[C:2]([NH:1][C:29](=[O:31])[C:24]3[CH:25]=[CH:32][CH:27]=[CH:28][N:23]=3)[CH:3]=[CH:4][CH:5]=2)[N:10]=[C:9]([C:12]2[CH:17]=[CH:16][CH:15]=[C:14]([C:18]([F:21])([F:20])[F:19])[CH:13]=2)[NH:8]1. The catalyst class is: 287. (8) Product: [CH3:8][S:9]([C:12]1[CH:17]=[CH:16][C:15]([C:18]2[CH:19]=[CH:20][C:21]([O:24][CH2:25][CH:26]3[CH2:31][CH2:30][NH:29][CH2:28][CH2:27]3)=[CH:22][N:23]=2)=[CH:14][CH:13]=1)(=[O:10])=[O:11]. The catalyst class is: 2. Reactant: C(O)(C(F)(F)F)=O.[CH3:8][S:9]([C:12]1[CH:17]=[CH:16][C:15]([C:18]2[N:23]=[CH:22][C:21]([O:24][CH2:25][CH:26]3[CH2:31][CH2:30][N:29](C(OC(C)(C)C)=O)[CH2:28][CH2:27]3)=[CH:20][CH:19]=2)=[CH:14][CH:13]=1)(=[O:11])=[O:10]. (9) Reactant: [N:1]1([C:6]2[CH:39]=[CH:38][C:9]([CH2:10][C:11]3[C:12](Cl)=[N:13][C:14]4[C:19]([C:20]=3[Cl:21])=[CH:18][C:17]([C:22]([C:30]3[CH:35]=[CH:34][C:33]([Cl:36])=[CH:32][CH:31]=3)([C:24]3[N:28]([CH3:29])[CH:27]=[N:26][CH:25]=3)[OH:23])=[CH:16][CH:15]=4)=[CH:8][CH:7]=2)[CH:5]=[CH:4][CH:3]=[N:2]1.[CH3:40][O:41][CH2:42][CH2:43][OH:44].C1(C)C=CC=CC=1.[H-].[Na+]. Product: [Cl:21][C:20]1[C:19]2[C:14](=[CH:15][CH:16]=[C:17]([C:22]([C:30]3[CH:31]=[CH:32][C:33]([Cl:36])=[CH:34][CH:35]=3)([C:24]3[N:28]([CH3:29])[CH:27]=[N:26][CH:25]=3)[OH:23])[CH:18]=2)[N:13]=[C:12]([O:44][CH2:43][CH2:42][O:41][CH3:40])[C:11]=1[CH2:10][C:9]1[CH:38]=[CH:39][C:6]([N:1]2[CH:5]=[CH:4][CH:3]=[N:2]2)=[CH:7][CH:8]=1. The catalyst class is: 25. (10) Reactant: [Cl:1][C:2]1[CH:7]=[C:6]([Cl:8])[CH:5]=[CH:4][C:3]=1[CH:9]1[CH:18]([C:19]([NH:21][O:22][CH2:23][C:24]2[CH:25]=[C:26]([CH:30]=[CH:31][CH:32]=2)[C:27](O)=[O:28])=[O:20])[C:17]2[C:12](=[CH:13][CH:14]=[CH:15][CH:16]=2)[C:11](=[O:33])[N:10]1[CH:34]1[CH2:39][CH2:38][CH2:37][CH2:36][CH:35]1[NH:40][S:41]([CH3:44])(=[O:43])=[O:42].C1N=CN(C(N2C=NC=C2)=O)C=1.[CH3:57][S:58]([NH2:61])(=[O:60])=[O:59].C1CCN2C(=NCCC2)CC1. Product: [Cl:1][C:2]1[CH:7]=[C:6]([Cl:8])[CH:5]=[CH:4][C:3]=1[CH:9]1[CH:18]([C:19]([NH:21][O:22][CH2:23][C:24]2[CH:32]=[CH:31][CH:30]=[C:26]([C:27](=[O:28])[NH:61][S:58]([CH3:57])(=[O:60])=[O:59])[CH:25]=2)=[O:20])[C:17]2[C:12](=[CH:13][CH:14]=[CH:15][CH:16]=2)[C:11](=[O:33])[N:10]1[CH:34]1[CH2:39][CH2:38][CH2:37][CH2:36][CH:35]1[NH:40][S:41]([CH3:44])(=[O:43])=[O:42]. The catalyst class is: 39.